From a dataset of Catalyst prediction with 721,799 reactions and 888 catalyst types from USPTO. Predict which catalyst facilitates the given reaction. (1) Reactant: Cl.[NH2:2][CH2:3][C:4]1[CH:27]=[CH:26][C:7]([CH2:8][O:9][C:10]2[CH:15]=[CH:14][C:13]([C:16](=[O:20])[CH:17]([CH3:19])[CH3:18])=[C:12]([OH:21])[C:11]=2[C:22]([F:25])([F:24])[F:23])=[CH:6][CH:5]=1.[CH3:28][N:29]1[CH:33]=[C:32]([C:34](O)=[O:35])[N:31]=[CH:30]1.O.ON1C2C=CC=CC=2N=N1.C(N(C(C)C)CC)(C)C.Cl.CN(C)CCCN=C=NCC. Product: [OH:21][C:12]1[C:11]([C:22]([F:23])([F:24])[F:25])=[C:10]([CH:15]=[CH:14][C:13]=1[C:16](=[O:20])[CH:17]([CH3:19])[CH3:18])[O:9][CH2:8][C:7]1[CH:6]=[CH:5][C:4]([CH2:3][NH:2][C:34]([C:32]2[N:31]=[CH:30][N:29]([CH3:28])[CH:33]=2)=[O:35])=[CH:27][CH:26]=1. The catalyst class is: 30. (2) Reactant: CC1C=CC(S(O[CH2:12][C@H:13]([NH:15][C:16]([O:18][C:19]([CH3:22])([CH3:21])[CH3:20])=[O:17])[CH3:14])(=O)=O)=CC=1.[C:23]([Na])#[N:24]. Product: [C:23]([CH2:12][C@H:13]([NH:15][C:16](=[O:17])[O:18][C:19]([CH3:20])([CH3:21])[CH3:22])[CH3:14])#[N:24]. The catalyst class is: 508. (3) Reactant: Br.[Br:2][CH2:3][CH2:4][NH2:5].[C:6](O[C:6]([O:8][C:9]([CH3:12])([CH3:11])[CH3:10])=[O:7])([O:8][C:9]([CH3:12])([CH3:11])[CH3:10])=[O:7].[OH-].[Na+]. Product: [C:9]([O:8][C:6](=[O:7])[NH:5][CH2:4][CH2:3][Br:2])([CH3:12])([CH3:11])[CH3:10]. The catalyst class is: 232. (4) Reactant: C([O:4][CH2:5][C:6]1[O:10][N:9]=[C:8]([C:11]2[CH:16]=[CH:15][C:14]([C:17]([F:20])([F:19])[F:18])=[CH:13][CH:12]=2)[C:7]=1[Cl:21])(=O)C.[OH-].[Li+].CO.Cl. Product: [Cl:21][C:7]1[C:8]([C:11]2[CH:12]=[CH:13][C:14]([C:17]([F:19])([F:18])[F:20])=[CH:15][CH:16]=2)=[N:9][O:10][C:6]=1[CH2:5][OH:4]. The catalyst class is: 30. (5) Reactant: [C:1]([C:5]1[CH:9]=[C:8]([NH:10][C:11]([NH:13][C:14]2[CH:19]=[CH:18][CH:17]=[C:16]([Cl:20])[C:15]=2[Cl:21])=[O:12])[N:7]([C:22]2[CH:31]=[C:30]3[C:25]([CH2:26][C@@H:27]([C:38](OC)=[O:39])[N:28](C(=O)C(F)(F)F)[CH2:29]3)=[CH:24][CH:23]=2)[N:6]=1)([CH3:4])([CH3:3])[CH3:2].Cl.CN.[CH2:45]([N:47](CC)CC)C.[CH3:52][C:53]([O:56][C:57]([O:59]C(OC(C)(C)C)=O)=O)([CH3:55])[CH3:54]. Product: [C:1]([C:5]1[CH:9]=[C:8]([NH:10][C:11]([NH:13][C:14]2[CH:19]=[CH:18][CH:17]=[C:16]([Cl:20])[C:15]=2[Cl:21])=[O:12])[N:7]([C:22]2[CH:31]=[C:30]3[C:25]([CH2:26][C@@H:27]([C:38](=[O:39])[NH:47][CH3:45])[N:28]([C:57]([O:56][C:53]([CH3:55])([CH3:54])[CH3:52])=[O:59])[CH2:29]3)=[CH:24][CH:23]=2)[N:6]=1)([CH3:3])([CH3:4])[CH3:2]. The catalyst class is: 24. (6) The catalyst class is: 1. Product: [Cl:21][C:22]1[N:23]=[CH:24][NH:25][C:26]=1[C:27]([NH:1][CH2:2][C:3]1[CH:8]=[CH:7][C:6]([Cl:9])=[C:5]([O:10][C:11]2[CH:16]=[C:15]([C:17]#[N:18])[CH:14]=[C:13]([Cl:19])[N:12]=2)[C:4]=1[F:20])=[O:28]. Reactant: [NH2:1][CH2:2][C:3]1[C:4]([F:20])=[C:5]([O:10][C:11]2[CH:16]=[C:15]([C:17]#[N:18])[CH:14]=[C:13]([Cl:19])[N:12]=2)[C:6]([Cl:9])=[CH:7][CH:8]=1.[Cl:21][C:22]1[N:23]=[CH:24][N:25](COCC[Si](C)(C)C)[C:26]=1[C:27](O)=[O:28].CCN(C(C)C)C(C)C.CN(C(ON1N=NC2C=CC=NC1=2)=[N+](C)C)C.F[P-](F)(F)(F)(F)F. (7) Reactant: C([O:3][C:4](=[O:39])[CH2:5][CH2:6][CH:7]1[CH2:12][N:11]2[C:13](=[O:23])[CH:14]=[C:15]([C:17]3[CH:22]=[CH:21][CH:20]=[CH:19][CH:18]=3)[N:16]=[C:10]2[N:9]([C:24]2[CH:29]=[CH:28][N:27]=[C:26]([NH:30][CH2:31][CH2:32][C:33]3[CH:38]=[CH:37][CH:36]=[CH:35][CH:34]=3)[N:25]=2)[CH2:8]1)C.[OH-].[Li+]. Product: [O:23]=[C:13]1[N:11]2[CH2:12][CH:7]([CH2:6][CH2:5][C:4]([OH:39])=[O:3])[CH2:8][N:9]([C:24]3[CH:29]=[CH:28][N:27]=[C:26]([NH:30][CH2:31][CH2:32][C:33]4[CH:38]=[CH:37][CH:36]=[CH:35][CH:34]=4)[N:25]=3)[C:10]2=[N:16][C:15]([C:17]2[CH:18]=[CH:19][CH:20]=[CH:21][CH:22]=2)=[CH:14]1. The catalyst class is: 7. (8) Reactant: Br.[NH2:2][C@H:3]1[CH2:8][CH2:7][CH2:6][CH2:5][C@H:4]1[C:9]([O:11][CH2:12][CH3:13])=[O:10].[C:14]1([C:23]2[CH:28]=[CH:27][CH:26]=[CH:25][CH:24]=2)[CH:19]=[CH:18][C:17]([C:20](O)=[O:21])=[CH:16][CH:15]=1.CCN=C=NCCCN(C)C.C1C=CC2N(O)N=NC=2C=1.CN1CCOCC1. Product: [C:14]1([C:23]2[CH:24]=[CH:25][CH:26]=[CH:27][CH:28]=2)[CH:15]=[CH:16][C:17]([C:20]([NH:2][C@H:3]2[CH2:8][CH2:7][CH2:6][CH2:5][C@H:4]2[C:9]([O:11][CH2:12][CH3:13])=[O:10])=[O:21])=[CH:18][CH:19]=1. The catalyst class is: 3.